This data is from Full USPTO retrosynthesis dataset with 1.9M reactions from patents (1976-2016). The task is: Predict the reactants needed to synthesize the given product. (1) Given the product [OH:16][CH2:15][CH2:14][C:11]1[CH:12]=[CH:13][C:8]([C:5]2[CH:4]=[CH:3][C:2](=[O:1])[NH:7][N:6]=2)=[CH:9][CH:10]=1, predict the reactants needed to synthesize it. The reactants are: [O:1]=[C:2]1[NH:7][N:6]=[C:5]([C:8]2[CH:13]=[CH:12][C:11]([CH2:14][CH2:15][O:16]C(=O)C)=[CH:10][CH:9]=2)[CH:4]=[CH:3]1.C(=O)([O-])[O-].[K+].[K+]. (2) Given the product [Cl:9][CH2:10][CH:11]1[CH:12]([C:13]2[CH:18]=[CH:17][CH:16]=[C:15]([F:19])[CH:14]=2)[CH:3]1[C:4]([O:6][CH2:7][CH3:8])=[O:5], predict the reactants needed to synthesize it. The reactants are: [N+](=[CH:3][C:4]([O:6][CH2:7][CH3:8])=[O:5])=[N-].[Cl:9][CH2:10]/[CH:11]=[CH:12]/[C:13]1[CH:18]=[CH:17][CH:16]=[C:15]([F:19])[CH:14]=1. (3) The reactants are: [CH2:1]([N:8]1[C:20]2[C:19]3[CH:18]=[C:17]([O:21][CH3:22])[C:16]([C:23]4[C:24]([CH3:29])=[N:25][O:26][C:27]=4[CH3:28])=[CH:15][C:14]=3[N:13]=[CH:12][C:11]=2[O:10][C:9]1=[O:30])[C:2]1C=C[CH:5]=[CH:4][CH:3]=1.[N:31]1C=CC=CC=1N1C=COC1=O. Given the product [CH3:29][C:24]1[C:23]([C:16]2[C:17]([O:21][CH3:22])=[CH:18][C:19]3[C:20]4[N:8]([C:1]5[CH:2]=[CH:3][CH:4]=[CH:5][N:31]=5)[C:9](=[O:30])[O:10][C:11]=4[CH:12]=[N:13][C:14]=3[CH:15]=2)=[C:27]([CH3:28])[O:26][N:25]=1, predict the reactants needed to synthesize it. (4) The reactants are: [CH3:1][O:2][CH2:3][O:4][C:5]1[CH:10]=[CH:9][C:8]([C:11]2[C:15]([C:16]3[CH:21]=[CH:20][CH:19]=[CH:18][CH:17]=3)=[C:14]([C:22]3(C=O)[CH2:24][CH2:23]3)[O:13][N:12]=2)=[CH:7][CH:6]=1.[CH3:27][N:28]1[CH2:33][CH2:32][NH:31][CH2:30][CH2:29]1.[C:34](O[BH-](OC(=O)C)OC(=O)C)(=O)C.[Na+].O. Given the product [CH3:1][O:2][CH2:3][O:4][C:5]1[CH:6]=[CH:7][C:8]([C:11]2[C:15]([C:16]3[CH:17]=[CH:18][CH:19]=[CH:20][CH:21]=3)=[C:14]([C:22]3([CH2:27][N:28]4[CH2:33][CH2:32][N:31]([CH3:34])[CH2:30][CH2:29]4)[CH2:24][CH2:23]3)[O:13][N:12]=2)=[CH:9][CH:10]=1, predict the reactants needed to synthesize it. (5) Given the product [N:1]1[C:9]2[C:4](=[N:5][CH:6]=[CH:7][CH:8]=2)[S:3][C:2]=1[C:23]([C@H:20]1[CH2:19][CH2:18][C@H:17]([NH:16][CH2:15][C:38]2[CH:39]=[CH:40][C:34]3[S:33][CH2:32][C:31](=[O:30])[NH:36][C:35]=3[CH:37]=2)[CH2:22][CH2:21]1)=[O:28], predict the reactants needed to synthesize it. The reactants are: [N:1]1[C:9]2[C:4](=[N:5][CH:6]=[CH:7][CH:8]=2)[S:3][CH:2]=1.C(O[C:15](=O)[NH:16][C@H:17]1[CH2:22][CH2:21][C@H:20]([C:23](=[O:28])N(OC)C)[CH2:19][CH2:18]1)(C)(C)C.[O:30]=[C:31]1[NH:36][C:35]2[CH:37]=[C:38](C=O)[CH:39]=[CH:40][C:34]=2[S:33][CH2:32]1. (6) Given the product [F:29][C:4]([F:3])([F:28])[C:5]1[CH:23]=[C:22]([C:24]([F:27])([F:25])[F:26])[CH:21]=[CH:20][C:6]=1[CH2:7][O:8][C:9]1[CH:18]=[C:17]2[C:12]([CH:13]([OH:19])[CH2:14][CH2:15][S:16]2)=[CH:11][CH:10]=1, predict the reactants needed to synthesize it. The reactants are: [BH4-].[Na+].[F:3][C:4]([F:29])([F:28])[C:5]1[CH:23]=[C:22]([C:24]([F:27])([F:26])[F:25])[CH:21]=[CH:20][C:6]=1[CH2:7][O:8][C:9]1[CH:18]=[C:17]2[C:12]([C:13](=[O:19])[CH2:14][CH2:15][S:16]2)=[CH:11][CH:10]=1. (7) Given the product [Cl:63][C:60]1[CH:59]=[CH:58][C:57]([CH:45]([C:42]2[CH:43]=[CH:44][C:39]([B:29]3[O:30][C:31]([CH3:36])([CH3:37])[C:32]([CH3:34])([CH3:35])[O:33]3)=[CH:40][CH:41]=2)[N:46]2[C:54](=[O:55])[C:53]3[C:48](=[CH:49][CH:50]=[CH:51][CH:52]=3)[C:47]2=[O:56])=[CH:62][CH:61]=1, predict the reactants needed to synthesize it. The reactants are: C1(P(C2CCCCC2)C2CCCCC2)CCCCC1.[B:29]1([B:29]2[O:33][C:32]([CH3:35])([CH3:34])[C:31]([CH3:37])([CH3:36])[O:30]2)[O:33][C:32]([CH3:35])([CH3:34])[C:31]([CH3:37])([CH3:36])[O:30]1.Br[C:39]1[CH:44]=[CH:43][C:42]([CH:45]([C:57]2[CH:62]=[CH:61][C:60]([Cl:63])=[CH:59][CH:58]=2)[N:46]2[C:54](=[O:55])[C:53]3[C:48](=[CH:49][CH:50]=[CH:51][CH:52]=3)[C:47]2=[O:56])=[CH:41][CH:40]=1.C([O-])(=O)C.[K+]. (8) Given the product [Cl:53][C:54]1[CH:59]=[CH:58][C:57]([NH:60][C:61](=[O:62])[NH:32][C:33]2[CH:34]=[CH:35][C:36]([C:39]3[S:43][C:42]([CH2:44][CH2:45][C:46]([CH3:52])([CH3:51])[C:47]([O:49][CH3:50])=[O:48])=[N:41][CH:40]=3)=[CH:37][CH:38]=2)=[C:56]([O:63][C:64]2[CH:65]=[CH:66][CH:67]=[CH:68][CH:69]=2)[CH:55]=1, predict the reactants needed to synthesize it. The reactants are: FC(F)(F)C1C=C(NC(=O)NC2C=CC(C3SC(CCC(OC)=O)=NC=3)=CC=2)C=CC=1.[NH2:32][C:33]1[CH:38]=[CH:37][C:36]([C:39]2[S:43][C:42]([CH2:44][CH2:45][C:46]([CH3:52])([CH3:51])[C:47]([O:49][CH3:50])=[O:48])=[N:41][CH:40]=2)=[CH:35][CH:34]=1.[Cl:53][C:54]1[CH:59]=[CH:58][C:57]([N:60]=[C:61]=[O:62])=[C:56]([O:63][C:64]2[CH:69]=[CH:68][CH:67]=[CH:66][CH:65]=2)[CH:55]=1.